This data is from Forward reaction prediction with 1.9M reactions from USPTO patents (1976-2016). The task is: Predict the product of the given reaction. (1) Given the reactants C([O:4][C@H:5]1[C@H:10]([OH:11])[C@@H:9]([CH2:12][OH:13])[O:8][CH:7]=[CH:6]1)(=O)C, predict the reaction product. The product is: [C:5]([O:11][C@@H:10]1[C@@H:9]([CH2:12][O:13][C:9](=[O:8])[CH3:10])[O:8][CH:7]=[CH:6][C@H:5]1[OH:4])(=[O:4])[CH3:6]. (2) Given the reactants [CH3:1][O:2][C:3]1[CH:4]=[C:5]([CH:15]=[CH:16][C:17]=1[O:18][CH3:19])[C:6]([NH:8][C:9]1[CH:14]=[CH:13][CH:12]=[CH:11][CH:10]=1)=[O:7].C(=O)([O-])[O-].[Cs+].[Cs+].C1COCC1.Br[CH2:32][CH2:33][CH2:34][CH:35]=[CH2:36], predict the reaction product. The product is: [CH3:1][O:2][C:3]1[CH:4]=[C:5]([CH:15]=[CH:16][C:17]=1[O:18][CH3:19])[C:6]([N:8]([CH2:36][CH2:35][CH2:34][CH:33]=[CH2:32])[C:9]1[CH:14]=[CH:13][CH:12]=[CH:11][CH:10]=1)=[O:7]. (3) The product is: [CH3:17][O:18][C:19](=[O:51])[C:20]([CH3:50])([O:43][C:44]1[CH:45]=[CH:46][CH:47]=[CH:48][CH:49]=1)[CH2:21][C:22]1[S:23][C:24]([CH2:27][CH2:28][CH2:29][C:30]2[N:31]=[C:32]([C:36]3[CH:37]=[CH:38][CH:39]=[CH:40][CH:41]=3)[O:33][C:34]=2[CH3:35])=[CH:25][CH:26]=1. Given the reactants C([SiH](CC)CC)C.B(F)(F)F.CCOCC.[CH3:17][O:18][C:19](=[O:51])[C:20]([CH3:50])([O:43][C:44]1[CH:49]=[CH:48][CH:47]=[CH:46][CH:45]=1)[CH2:21][C:22]1[S:23][C:24]([CH:27](O)[CH2:28][CH2:29][C:30]2[N:31]=[C:32]([C:36]3[CH:41]=[CH:40][CH:39]=[CH:38][CH:37]=3)[O:33][C:34]=2[CH3:35])=[CH:25][CH:26]=1.B(F)(F)F, predict the reaction product.